Dataset: Reaction yield outcomes from USPTO patents with 853,638 reactions. Task: Predict the reaction yield, written as a fraction of the theoretical maximum amount of product (1.0 means a 100% yield; for example, 0.34 means a 34% yield). (1) The reactants are [CH3:1][CH:2]([N:4]1[C:12](/[CH:13]=[CH:14]/[C@H:15]([OH:24])[CH2:16][C@H:17]([OH:23])[CH2:18][C:19]([O:21]C)=[O:20])=[C:11]([C:25]2[CH:30]=[CH:29][C:28]([F:31])=[CH:27][CH:26]=2)[C:10]2[C:5]1=[CH:6][CH:7]=[CH:8][CH:9]=2)[CH3:3].C1CCCCC1.[OH-].[Na+:39]. The catalyst is CO. The product is [CH3:3][CH:2]([N:4]1[C:12](/[CH:13]=[CH:14]/[CH:15]([OH:24])[CH2:16][CH:17]([OH:23])[CH2:18][C:19]([O-:21])=[O:20])=[C:11]([C:25]2[CH:26]=[CH:27][C:28]([F:31])=[CH:29][CH:30]=2)[C:10]2[CH:9]=[CH:8][CH:7]=[CH:6][C:5]1=2)[CH3:1].[Na+:39]. The yield is 0.900. (2) The reactants are [Si:1]([O:8][C:9]1[CH:10]=[CH:11][C:12]2[O:16][C:15](=[O:17])[NH:14][C:13]=2[CH:18]=1)([C:4]([CH3:7])([CH3:6])[CH3:5])([CH3:3])[CH3:2].[H-].[Na+].I[CH3:22]. The catalyst is CN(C)C=O.O.C(OCC)(=O)C. The product is [Si:1]([O:8][C:9]1[CH:10]=[CH:11][C:12]2[O:16][C:15](=[O:17])[N:14]([CH3:22])[C:13]=2[CH:18]=1)([C:4]([CH3:7])([CH3:5])[CH3:6])([CH3:3])[CH3:2]. The yield is 0.830. (3) The reactants are CS(O[CH2:6][CH2:7][N:8]1[CH:12]=[C:11]([C:13]2[CH:18]=[CH:17][N:16]=[CH:15][CH:14]=2)[C:10]([C:19]2[CH:24]=[CH:23][C:22]([O:25][CH2:26][C:27]3[CH:32]=[CH:31][CH:30]=[CH:29][CH:28]=3)=[CH:21][CH:20]=2)=[N:9]1)(=O)=O.[F-:33].C([N+](CCCC)(CCCC)CCCC)CCC. The catalyst is C1COCC1. The product is [CH2:26]([O:25][C:22]1[CH:23]=[CH:24][C:19]([C:10]2[C:11]([C:13]3[CH:18]=[CH:17][N:16]=[CH:15][CH:14]=3)=[CH:12][N:8]([CH2:7][CH2:6][F:33])[N:9]=2)=[CH:20][CH:21]=1)[C:27]1[CH:32]=[CH:31][CH:30]=[CH:29][CH:28]=1. The yield is 0.230.